This data is from Forward reaction prediction with 1.9M reactions from USPTO patents (1976-2016). The task is: Predict the product of the given reaction. (1) Given the reactants [Br:1][CH2:2][C:3]1[CH:4]=[C:5]([CH:9]=[CH:10][CH:11]=1)[C:6](Br)=[O:7].[NH:12]1[CH2:17][CH2:16][CH2:15][CH2:14][CH2:13]1, predict the reaction product. The product is: [Br:1][CH2:2][C:3]1[CH:4]=[C:5]([C:6]([N:12]2[CH2:17][CH2:16][CH2:15][CH2:14][CH2:13]2)=[O:7])[CH:9]=[CH:10][CH:11]=1. (2) Given the reactants [CH2:1]([C:3]1[CH:12]=[CH:11][C:10]2[C:5](=[CH:6][CH:7]=[CH:8][C:9]=2[N:13]=[CH:14][C:15]([C:30]([F:33])([F:32])[F:31])([OH:29])[CH2:16][C:17]([C:20]2[CH:25]=[C:24]([F:26])[CH:23]=[CH:22][C:21]=2[O:27][CH3:28])([CH3:19])[CH3:18])[N:4]=1)[CH3:2].[BH4-].[Na+].O, predict the reaction product. The product is: [CH2:1]([C:3]1[CH:12]=[CH:11][C:10]2[C:5](=[CH:6][CH:7]=[CH:8][C:9]=2[NH:13][CH2:14][C:15]([C:30]([F:31])([F:32])[F:33])([OH:29])[CH2:16][C:17]([C:20]2[CH:25]=[C:24]([F:26])[CH:23]=[CH:22][C:21]=2[O:27][CH3:28])([CH3:19])[CH3:18])[N:4]=1)[CH3:2].